Predict the reaction yield, written as a fraction of the theoretical maximum amount of product (1.0 means a 100% yield; for example, 0.34 means a 34% yield). From a dataset of Reaction yield outcomes from USPTO patents with 853,638 reactions. (1) The reactants are [OH-].[Na+].Cl.[Cl:4][C:5]1[CH:6]=[C:7]([CH:31]=[CH:32][C:33]=1[F:34])[O:8][C:9]1[CH:10]=[CH:11][C:12]2[N:16]=[C:15]([CH2:17][O:18][C:19]3[CH:20]=[C:21]([CH:26]=[CH:27][CH:28]=3)[C:22]([O:24]C)=[O:23])[N:14]([CH3:29])[C:13]=2[CH:30]=1.Cl. The catalyst is O1CCOCC1. The product is [ClH:4].[Cl:4][C:5]1[CH:6]=[C:7]([CH:31]=[CH:32][C:33]=1[F:34])[O:8][C:9]1[CH:10]=[CH:11][C:12]2[N:16]=[C:15]([CH2:17][O:18][C:19]3[CH:20]=[C:21]([CH:26]=[CH:27][CH:28]=3)[C:22]([OH:24])=[O:23])[N:14]([CH3:29])[C:13]=2[CH:30]=1. The yield is 0.700. (2) The reactants are [C:7](O[C:7](=[O:11])[CH2:8][CH2:9][CH3:10])(=[O:11])[CH2:8][CH2:9][CH3:10].[Cl:12][CH2:13][C@@H:14]([OH:38])[CH2:15][O:16][C:17]1[CH:22]=[CH:21][C:20]([C:23]([C:26]2[CH:37]=[CH:36][C:29]([O:30][CH2:31][C@H:32]([OH:35])[CH2:33][OH:34])=[CH:28][CH:27]=2)([CH3:25])[CH3:24])=[CH:19][CH:18]=1. The catalyst is CN(C1C=CN=CC=1)C.N1C=CC=CC=1. The product is [C:7]([O:34][CH2:33][C@@H:32]([O:35][C:7](=[O:11])[CH2:8][CH2:9][CH3:10])[CH2:31][O:30][C:29]1[CH:28]=[CH:27][C:26]([C:23]([C:20]2[CH:19]=[CH:18][C:17]([O:16][CH2:15][C@H:14]([O:38][C:7](=[O:11])[CH2:8][CH2:9][CH3:10])[CH2:13][Cl:12])=[CH:22][CH:21]=2)([CH3:25])[CH3:24])=[CH:37][CH:36]=1)(=[O:11])[CH2:8][CH2:9][CH3:10]. The yield is 0.915.